This data is from Catalyst prediction with 721,799 reactions and 888 catalyst types from USPTO. The task is: Predict which catalyst facilitates the given reaction. (1) Reactant: [F:1][C:2]1[CH:7]=[CH:6][C:5]([F:8])=[CH:4][C:3]=1[C@@H:9]1[C@@H:14]([NH:15]C(=O)OC(C)(C)C)[CH2:13][C@@H:12]([N:23]2[CH2:30][C:29]3[CH:28]=[N:27][NH:26][C:25]=3[CH2:24]2)[CH2:11][N:10]1[CH2:31][C:32]1[CH:37]=[CH:36][CH:35]=[CH:34][CH:33]=1.[C:38]([OH:44])([C:40]([F:43])([F:42])[F:41])=[O:39]. Product: [F:41][C:40]([F:43])([F:42])[C:38]([OH:44])=[O:39].[F:41][C:40]([F:43])([F:42])[C:38]([OH:44])=[O:39].[F:41][C:40]([F:43])([F:42])[C:38]([OH:44])=[O:39].[F:1][C:2]1[CH:7]=[CH:6][C:5]([F:8])=[CH:4][C:3]=1[C@@H:9]1[C@@H:14]([NH2:15])[CH2:13][C@@H:12]([N:23]2[CH2:30][C:29]3[CH:28]=[N:27][NH:26][C:25]=3[CH2:24]2)[CH2:11][N:10]1[CH2:31][C:32]1[CH:33]=[CH:34][CH:35]=[CH:36][CH:37]=1. The catalyst class is: 2. (2) Reactant: [CH2:1]([O:8][CH2:9][CH:10]([O:12][C:13]1[C:14]([B:21]2[O:25][C:24]([CH3:27])(C)C(C)(C)[O:22]2)=[C:15]([CH:18]=[CH:19][CH:20]=1)C=O)[CH3:11])[C:2]1[CH:7]=[CH:6][CH:5]=[CH:4][CH:3]=1.[C-]#[N:31].[Na+].Cl. Product: [CH2:1]([O:8][CH2:9][CH:10]([O:12][C:13]1[C:14]2[B:21]([OH:22])[O:25][CH:24]([C:27]#[N:31])[C:15]=2[CH:18]=[CH:19][CH:20]=1)[CH3:11])[C:2]1[CH:3]=[CH:4][CH:5]=[CH:6][CH:7]=1. The catalyst class is: 132. (3) Reactant: [NH2:1][C:2]1[CH:3]=[C:4]2[C:8](=[CH:9][CH:10]=1)[C:7](=[O:11])[CH2:6][CH2:5]2.[C:12]1([C:21]2[CH:26]=[CH:25][CH:24]=[CH:23][CH:22]=2)[CH:17]=[CH:16][C:15]([C:18](Cl)=[O:19])=[CH:14][CH:13]=1.C(N(CC)CC)C. Product: [O:11]=[C:7]1[C:8]2[C:4](=[CH:3][C:2]([NH:1][C:18]([C:15]3[CH:16]=[CH:17][C:12]([C:21]4[CH:22]=[CH:23][CH:24]=[CH:25][CH:26]=4)=[CH:13][CH:14]=3)=[O:19])=[CH:10][CH:9]=2)[CH2:5][CH2:6]1. The catalyst class is: 1. (4) Reactant: [F:1][C:2]1[CH:7]=[C:6]([I:8])[CH:5]=[CH:4][C:3]=1[NH:9][C:10]1[C:19]2[C:18](=[O:20])[NH:17][CH:16]=[N:15][C:14]=2[N:13]([CH3:21])[C:12](=[O:22])[CH:11]=1.C(=O)([O-])[O-].[K+].[K+].ClC1C=CC([N+]([O-])=O)=CC=1[N+]([O-])=O.[C:42]([O:46][CH2:47][CH2:48][O:49]N)([CH3:45])([CH3:44])[CH3:43]. Product: [C:42]([O:46][CH2:47][CH2:48][O:49][N:17]1[C:18](=[O:20])[C:19]2[C:10]([NH:9][C:3]3[CH:4]=[CH:5][C:6]([I:8])=[CH:7][C:2]=3[F:1])=[CH:11][C:12](=[O:22])[N:13]([CH3:21])[C:14]=2[N:15]=[CH:16]1)([CH3:45])([CH3:44])[CH3:43]. The catalyst class is: 44. (5) Reactant: C[O:2][C:3]1[CH:11]=[C:10]([S:12][CH3:13])[CH:9]=[CH:8][C:4]=1[C:5]([OH:7])=[O:6].B(Br)(Br)Br. Product: [OH:2][C:3]1[CH:11]=[C:10]([S:12][CH3:13])[CH:9]=[CH:8][C:4]=1[C:5]([OH:7])=[O:6]. The catalyst class is: 4. (6) Reactant: O=S(Cl)Cl.[CH2:5]([O:7][C:8]([C:10]1[N:11]=[C:12]([CH:15]([C:17]2[N:18]([S:31]([C:34]3[CH:39]=[CH:38][CH:37]=[C:36]([C:40]([CH3:43])([CH3:42])[CH3:41])[CH:35]=3)(=[O:33])=[O:32])[C:19]3[C:24]([C:25]=2[CH3:26])=[CH:23][C:22]([C:27]([F:30])([F:29])[F:28])=[CH:21][CH:20]=3)O)[S:13][CH:14]=1)=[O:9])[CH3:6].CN(C)C=O. Product: [CH2:5]([O:7][C:8]([C:10]1[N:11]=[C:12]([CH2:15][C:17]2[N:18]([S:31]([C:34]3[CH:39]=[CH:38][CH:37]=[C:36]([C:40]([CH3:41])([CH3:43])[CH3:42])[CH:35]=3)(=[O:32])=[O:33])[C:19]3[C:24]([C:25]=2[CH3:26])=[CH:23][C:22]([C:27]([F:29])([F:30])[F:28])=[CH:21][CH:20]=3)[S:13][CH:14]=1)=[O:9])[CH3:6]. The catalyst class is: 4. (7) The catalyst class is: 5. Reactant: COC([N:5]1[CH:10]=[C:9]([C@@H:11]2[CH2:15][CH2:14][CH2:13][N:12]2[CH3:16])[CH2:8][C:7]([CH:17]=[O:18])=[CH:6]1)=O. Product: [CH3:16][N:12]1[CH2:13][CH2:14][CH2:15][C@H:11]1[C:9]1[CH2:8][C:7]([CH:17]=[O:18])=[CH:6][NH:5][CH:10]=1. (8) Reactant: S(Cl)(Cl)=O.[CH:5]([OH:8])([CH3:7])[CH3:6].[C:9]([NH:22][C@H:23]([C:29](O)=[O:30])[CH2:24][CH2:25][C:26](=[O:28])[NH2:27])(=[O:21])[CH2:10][CH2:11][CH2:12][CH2:13][CH2:14][CH2:15][CH2:16][CH2:17][CH2:18][CH2:19][CH3:20]. The catalyst class is: 6. Product: [CH:5]([O:8][C:29](=[O:30])[C@H:23]([CH2:24][CH2:25][C:26](=[O:28])[NH2:27])[NH:22][C:9](=[O:21])[CH2:10][CH2:11][CH2:12][CH2:13][CH2:14][CH2:15][CH2:16][CH2:17][CH2:18][CH2:19][CH3:20])([CH3:7])[CH3:6]. (9) Reactant: [N+](=[CH2:3])=[N-].[F:4][C:5]1[CH:10]=[CH:9][C:8]([CH:11]2[CH2:17][CH:16]3[N:18]([CH3:19])[CH:13]([CH2:14][CH2:15]3)[CH:12]2[CH:20]=[N:21][OH:22])=[CH:7][CH:6]=1.C(OCC)(=O)C. Product: [CH3:3][O:22][N:21]=[CH:20][CH:12]1[CH:11]([C:8]2[CH:7]=[CH:6][C:5]([F:4])=[CH:10][CH:9]=2)[CH2:17][CH:16]2[N:18]([CH3:19])[CH:13]1[CH2:14][CH2:15]2. The catalyst class is: 645. (10) Reactant: [CH3:1][CH2:2][CH2:3][CH2:4][CH2:5][CH2:6][CH2:7][C:8]([O:10][CH2:11][CH:12]([OH:24])[CH2:13][O:14][C:15]([CH2:17][CH2:18][CH2:19][CH2:20][CH2:21][CH2:22][CH3:23])=[O:16])=[O:9].[CH3:25][CH2:26]/[CH:27]=[CH:28]\[CH2:29]/[CH:30]=[CH:31]\[CH2:32]/[CH:33]=[CH:34]\[CH2:35]/[CH:36]=[CH:37]\[CH2:38]/[CH:39]=[CH:40]\[CH2:41][CH2:42][CH2:43][C:44](O)=[O:45].CN(C1C=CC=CN=1)C.C1(N=C=NC2CCCCC2)CCCCC1. Product: [C:8]([O:10][CH2:11][CH:12]([CH2:13][O:14][C:15](=[O:16])[CH2:17][CH2:18][CH2:19][CH2:20][CH2:21][CH2:22][CH3:23])[O:24][C:44](=[O:45])[CH:43]=[CH:42][CH:41]=[CH:40][CH:39]=[CH:38][CH:37]=[CH:36][CH:35]=[CH:34][CH2:33][CH2:32][CH2:31][CH2:30][CH2:29][CH2:28][CH2:27][CH2:26][CH3:25])(=[O:9])[CH2:7][CH2:6][CH2:5][CH2:4][CH2:3][CH2:2][CH3:1]. The catalyst class is: 4.